From a dataset of NCI-60 drug combinations with 297,098 pairs across 59 cell lines. Regression. Given two drug SMILES strings and cell line genomic features, predict the synergy score measuring deviation from expected non-interaction effect. (1) Drug 1: CC12CCC(CC1=CCC3C2CCC4(C3CC=C4C5=CN=CC=C5)C)O. Drug 2: C1CC(C1)(C(=O)O)C(=O)O.[NH2-].[NH2-].[Pt+2]. Cell line: NCIH23. Synergy scores: CSS=52.5, Synergy_ZIP=-0.821, Synergy_Bliss=0.589, Synergy_Loewe=0.121, Synergy_HSA=1.50. (2) Drug 1: C1CCC(C1)C(CC#N)N2C=C(C=N2)C3=C4C=CNC4=NC=N3. Drug 2: CC(C)(C#N)C1=CC(=CC(=C1)CN2C=NC=N2)C(C)(C)C#N. Cell line: RPMI-8226. Synergy scores: CSS=-4.94, Synergy_ZIP=4.99, Synergy_Bliss=6.18, Synergy_Loewe=1.01, Synergy_HSA=0.118. (3) Drug 1: CCN(CC)CCNC(=O)C1=C(NC(=C1C)C=C2C3=C(C=CC(=C3)F)NC2=O)C. Drug 2: CCN(CC)CCCC(C)NC1=C2C=C(C=CC2=NC3=C1C=CC(=C3)Cl)OC. Cell line: SR. Synergy scores: CSS=21.8, Synergy_ZIP=8.39, Synergy_Bliss=6.03, Synergy_Loewe=-28.1, Synergy_HSA=-6.07. (4) Drug 1: CN(C(=O)NC(C=O)C(C(C(CO)O)O)O)N=O. Drug 2: N.N.Cl[Pt+2]Cl. Cell line: SK-OV-3. Synergy scores: CSS=30.8, Synergy_ZIP=-7.65, Synergy_Bliss=-0.352, Synergy_Loewe=-34.6, Synergy_HSA=-2.22. (5) Drug 1: C1C(C(OC1N2C=NC3=C(N=C(N=C32)Cl)N)CO)O. Drug 2: CC1=C(C(CCC1)(C)C)C=CC(=CC=CC(=CC(=O)O)C)C. Cell line: SK-OV-3. Synergy scores: CSS=5.37, Synergy_ZIP=-2.79, Synergy_Bliss=-0.777, Synergy_Loewe=-0.877, Synergy_HSA=-1.08. (6) Drug 1: C1C(C(OC1N2C=C(C(=O)NC2=O)F)CO)O. Drug 2: COC1=NC(=NC2=C1N=CN2C3C(C(C(O3)CO)O)O)N. Cell line: MALME-3M. Synergy scores: CSS=5.17, Synergy_ZIP=-1.12, Synergy_Bliss=-0.00214, Synergy_Loewe=-1.97, Synergy_HSA=-1.96. (7) Drug 1: CNC(=O)C1=CC=CC=C1SC2=CC3=C(C=C2)C(=NN3)C=CC4=CC=CC=N4. Drug 2: C1=CC=C(C=C1)NC(=O)CCCCCCC(=O)NO. Cell line: LOX IMVI. Synergy scores: CSS=18.6, Synergy_ZIP=-5.53, Synergy_Bliss=-10.1, Synergy_Loewe=-25.1, Synergy_HSA=-9.89.